Dataset: Reaction yield outcomes from USPTO patents with 853,638 reactions. Task: Predict the reaction yield, written as a fraction of the theoretical maximum amount of product (1.0 means a 100% yield; for example, 0.34 means a 34% yield). (1) The reactants are [NH2:1][C:2]1[CH:9]=[CH:8][CH:7]=[CH:6][C:3]=1[CH2:4]O.[NH2:10][C:11](N)=[S:12]. The catalyst is Cl.C(O)(C)C. The product is [NH2:10][C:11]1[S:12][CH2:4][C:3]2[CH:6]=[CH:7][CH:8]=[CH:9][C:2]=2[N:1]=1. The yield is 0.640. (2) The reactants are [O:1]=[C:2]([C:9]1[CH:14]=[CH:13][CH:12]=[CH:11][CH:10]=1)[CH2:3][C:4]([O:6][CH2:7][CH3:8])=[O:5].CC(C)([O-])C.[K+].Br[CH2:22][C:23]([C:25]1[CH:30]=[CH:29][CH:28]=[CH:27][CH:26]=1)=[O:24]. The catalyst is C1COCC1. The product is [C:2]([CH:3]([CH2:22][C:23](=[O:24])[C:25]1[CH:30]=[CH:29][CH:28]=[CH:27][CH:26]=1)[C:4]([O:6][CH2:7][CH3:8])=[O:5])(=[O:1])[C:9]1[CH:14]=[CH:13][CH:12]=[CH:11][CH:10]=1. The yield is 0.670. (3) The reactants are C[O:2][C:3]([C@H:5]1[CH2:10][CH2:9][C@H:8]([O:11][C:12]2[CH:17]=[CH:16][CH:15]=[C:14]([Cl:18])[CH:13]=2)[CH2:7][CH2:6]1)=O.O.[NH2:20][NH2:21]. No catalyst specified. The product is [Cl:18][C:14]1[CH:13]=[C:12]([CH:17]=[CH:16][CH:15]=1)[O:11][C@H:8]1[CH2:9][CH2:10][C@H:5]([C:3]([NH:20][NH2:21])=[O:2])[CH2:6][CH2:7]1. The yield is 0.860. (4) The reactants are [CH2:1]([N:3]([CH:30]1[CH2:35][CH2:34][O:33][CH2:32][CH2:31]1)[C:4]1[C:9]2[CH2:10][CH2:11][CH2:12][CH:13]([OH:29])[CH2:14][CH2:15][C:16]3[CH:25]=[C:24]([CH3:26])[CH:23]=[C:22]([O:27]C)[C:17]=3[CH2:18][NH:19][C:20](=[O:21])[C:8]=2[CH:7]=[N:6][CH:5]=1)[CH3:2].Cl. The catalyst is O1CCOCC1. The product is [CH2:1]([N:3]([CH:30]1[CH2:31][CH2:32][O:33][CH2:34][CH2:35]1)[C:4]1[C:9]2[CH2:10][CH2:11][CH2:12][CH:13]([OH:29])[CH2:14][CH2:15][C:16]3[CH:25]=[C:24]([CH3:26])[CH2:23][C:22](=[O:27])[C:17]=3[CH2:18][NH:19][C:20](=[O:21])[C:8]=2[CH:7]=[N:6][CH:5]=1)[CH3:2]. The yield is 0.196. (5) The reactants are [Cl:1][C:2]1[CH:7]=[N:6][NH:5][C:4](=O)[C:3]=1[C:9]1[CH:14]=[CH:13][N:12]=[CH:11][CH:10]=1.O=P(Cl)(Cl)[Cl:17]. No catalyst specified. The product is [Cl:17][C:4]1[N:5]=[N:6][CH:7]=[C:2]([Cl:1])[C:3]=1[C:9]1[CH:14]=[CH:13][N:12]=[CH:11][CH:10]=1. The yield is 0.670.